Dataset: Full USPTO retrosynthesis dataset with 1.9M reactions from patents (1976-2016). Task: Predict the reactants needed to synthesize the given product. (1) The reactants are: CC1(C)C(C)(C)OB([C:9]2[CH:26]=[CH:25][C:24]3[C:23]4[C:18](=[CH:19][CH:20]=[CH:21][CH:22]=4)[C:17]4[C:12](=[CH:13][CH:14]=[CH:15][CH:16]=4)[C:11]=3[CH:10]=2)O1.Br[C:29]1[CH:42]=[CH:41][C:32]2[S:33][C:34]3[CH:39]=[CH:38][C:37](Br)=[CH:36][C:35]=3[C:31]=2[CH:30]=1.C1(P(C2CCCCC2)[C:50]2[CH:55]=[CH:54]C=C[C:51]=2[C:56]2[C:61](OC)=[CH:60][CH:59]=[CH:58][C:57]=2OC)CCCCC1.[O-]P([O-])([O-])=O.[K+].[K+].[K+]. Given the product [CH:19]1[C:18]2[C:17]3[C:12](=[CH:13][CH:14]=[CH:15][CH:16]=3)[C:11]3[C:24](=[CH:25][CH:26]=[CH:9][CH:10]=3)[C:23]=2[CH:22]=[CH:21][C:20]=1[C:29]1[CH:42]=[CH:41][C:32]2[S:33][C:34]3[CH:39]=[CH:38][C:37]([C:9]4[CH:26]=[CH:25][C:24]5[C:57]6[C:56](=[CH:61][CH:60]=[CH:59][CH:58]=6)[C:51]6[C:12](=[CH:13][CH:54]=[CH:55][CH:50]=6)[C:11]=5[CH:10]=4)=[CH:36][C:35]=3[C:31]=2[CH:30]=1, predict the reactants needed to synthesize it. (2) Given the product [Cl:17][C:10]1[C:11]2[C:3]([C:2]([F:14])([F:13])[F:1])=[CH:4][S:5][C:6]=2[N:7]=[CH:8][N:9]=1, predict the reactants needed to synthesize it. The reactants are: [F:1][C:2]([F:14])([F:13])[C:3]1[C:11]2[C:10](=O)[NH:9][CH:8]=[N:7][C:6]=2[S:5][CH:4]=1.P(Cl)(Cl)([Cl:17])=O. (3) Given the product [F:17][C:18]1[CH:19]=[C:20]([NH:21][C:14]([C:10]2[S:11][CH:12]=[CH:13][C:9]=2[NH:8][C:6](=[O:7])[O:5][C:1]([CH3:2])([CH3:3])[CH3:4])=[O:16])[CH:22]=[C:23]([F:25])[CH:24]=1, predict the reactants needed to synthesize it. The reactants are: [C:1]([O:5][C:6]([NH:8][C:9]1[CH:13]=[CH:12][S:11][C:10]=1[C:14]([OH:16])=O)=[O:7])([CH3:4])([CH3:3])[CH3:2].[F:17][C:18]1[CH:19]=[C:20]([CH:22]=[C:23]([F:25])[CH:24]=1)[NH2:21]. (4) The reactants are: [CH3:1][O:2][C:3]1[CH:31]=[CH:30][C:6]([C:7]([NH:9][C:10]2[CH:15]=[C:14]([C:16]3[CH:21]=[CH:20][N:19]=[CH:18][CH:17]=3)[CH:13]=[CH:12][C:11]=2[NH:22][C:23](=[O:29])[O:24][C:25]([CH3:28])([CH3:27])[CH3:26])=[O:8])=[CH:5][CH:4]=1.[OH:32]O. Given the product [C:25]([O:24][C:23]([NH:22][C:11]1[CH:12]=[CH:13][C:14]([C:16]2[CH:17]=[CH:18][N+:19]([O-:32])=[CH:20][CH:21]=2)=[CH:15][C:10]=1[NH:9][C:7](=[O:8])[C:6]1[CH:30]=[CH:31][C:3]([O:2][CH3:1])=[CH:4][CH:5]=1)=[O:29])([CH3:28])([CH3:26])[CH3:27], predict the reactants needed to synthesize it.